This data is from Catalyst prediction with 721,799 reactions and 888 catalyst types from USPTO. The task is: Predict which catalyst facilitates the given reaction. (1) Reactant: [C:1]([O:5][C:6]([N:8]1[CH2:12][CH:11]([C:13]2[NH:14][CH:15]=[C:16]([C:18]3[CH:23]=[CH:22][C:21](Br)=[CH:20][CH:19]=3)[N:17]=2)[N:10]([C:25](=[O:35])[CH:26]([NH:30][C:31]([O:33][CH3:34])=[O:32])[CH:27]([CH3:29])[CH3:28])[CH2:9]1)=[O:7])([CH3:4])([CH3:3])[CH3:2].[CH3:36][O:37][C:38](=[O:71])[NH:39][CH:40]([C:44]([N:46]1[CH2:50][CH2:49][CH2:48][CH:47]1[C:51]1[NH:52][CH:53]=[C:54]([C:56]2[CH:61]=[CH:60][C:59](B3OC(C)(C)C(C)(C)O3)=[CH:58][CH:57]=2)[N:55]=1)=[O:45])[CH:41]([CH3:43])[CH3:42].C(=O)([O-])[O-].[K+].[K+].COCCOC. Product: [C:1]([O:5][C:6]([N:8]1[CH2:12][CH:11]([C:13]2[NH:17][C:16]([C:18]3[CH:23]=[CH:22][C:21]([C:59]4[CH:60]=[CH:61][C:56]([C:54]5[NH:55][C:51]([CH:47]6[CH2:48][CH2:49][CH2:50][N:46]6[C:44](=[O:45])[CH:40]([NH:39][C:38]([O:37][CH3:36])=[O:71])[CH:41]([CH3:43])[CH3:42])=[N:52][CH:53]=5)=[CH:57][CH:58]=4)=[CH:20][CH:19]=3)=[CH:15][N:14]=2)[N:10]([C:25](=[O:35])[CH:26]([NH:30][C:31]([O:33][CH3:34])=[O:32])[CH:27]([CH3:29])[CH3:28])[CH2:9]1)=[O:7])([CH3:4])([CH3:3])[CH3:2]. The catalyst class is: 103. (2) Reactant: [C:1]([CH2:6][S:7][C:8]1[S:9][CH:10]=[CH:11][C:12]=1[CH:13]=O)([O:3][CH2:4][CH3:5])=[O:2].C1CCN2C(=NCCC2)CC1. Product: [S:7]1[C:8]2[S:9][CH:10]=[CH:11][C:12]=2[CH:13]=[C:6]1[C:1]([O:3][CH2:4][CH3:5])=[O:2]. The catalyst class is: 5. (3) Reactant: [CH:1]([NH:14][C:15]1[CH:20]=[CH:19][C:18]([Cl:21])=[CH:17][C:16]=1[C:22]#[C:23][CH2:24][CH2:25][OH:26])([C:8]1[CH:13]=[CH:12][CH:11]=[CH:10][CH:9]=1)[C:2]1[CH:7]=[CH:6][CH:5]=[CH:4][CH:3]=1. Product: [CH:1]([N:14]1[C:15]2[C:16](=[CH:17][C:18]([Cl:21])=[CH:19][CH:20]=2)[CH:22]=[C:23]1[CH2:24][CH2:25][OH:26])([C:8]1[CH:9]=[CH:10][CH:11]=[CH:12][CH:13]=1)[C:2]1[CH:7]=[CH:6][CH:5]=[CH:4][CH:3]=1. The catalyst class is: 122. (4) Reactant: CON(C)[C:4]([C@H:6]1[CH2:10][N:9]([C:11]([O:13][C:14]([CH3:17])([CH3:16])[CH3:15])=[O:12])[CH2:8][C@@H:7]1[C:18]([O:20][C:21]([CH3:24])([CH3:23])[CH3:22])=[O:19])=[O:5].[H-].[Al+3].[Li+].[H-].[H-].[H-].O.Cl. Product: [CH:4]([C@H:6]1[CH2:10][N:9]([C:11]([O:13][C:14]([CH3:17])([CH3:15])[CH3:16])=[O:12])[CH2:8][C@@H:7]1[C:18]([O:20][C:21]([CH3:24])([CH3:23])[CH3:22])=[O:19])=[O:5]. The catalyst class is: 56. (5) Reactant: [N:1]1[CH:6]=[CH:5][CH:4]=[C:3]([O:7][C:8]2[CH:15]=[CH:14][C:11]([C:12]#[N:13])=[CH:10][CH:9]=2)[CH:2]=1.[NH2:16][OH:17]. Product: [OH:17]/[N:16]=[C:12](\[NH2:13])/[C:11]1[CH:10]=[CH:9][C:8]([O:7][C:3]2[CH:2]=[N:1][CH:6]=[CH:5][CH:4]=2)=[CH:15][CH:14]=1. The catalyst class is: 8. (6) Reactant: [CH3:1][O:2][C:3](=[O:30])[CH2:4][CH2:5][C@H:6]([C@@H:8]1[C@:25]2([CH3:26])[C@H:11]([C@H:12]3[C@H:22]([CH2:23][CH2:24]2)[C@:20]2([CH3:21])[C:15]([C:16]([CH3:29])([CH3:28])[C@@H:17]([OH:27])[CH2:18][CH2:19]2)=[CH:14][CH2:13]3)[CH2:10][CH2:9]1)[CH3:7].N1C=CN=C1.[Si:36](Cl)([C:39]([CH3:42])([CH3:41])[CH3:40])([CH3:38])[CH3:37]. Product: [CH3:1][O:2][C:3](=[O:30])[CH2:4][CH2:5][C@H:6]([C@@H:8]1[C@:25]2([CH3:26])[C@H:11]([C@H:12]3[C@H:22]([CH2:23][CH2:24]2)[C@:20]2([CH3:21])[C:15]([C:16]([CH3:29])([CH3:28])[C@@H:17]([O:27][Si:36]([C:39]([CH3:42])([CH3:41])[CH3:40])([CH3:38])[CH3:37])[CH2:18][CH2:19]2)=[CH:14][CH2:13]3)[CH2:10][CH2:9]1)[CH3:7]. The catalyst class is: 9. (7) Reactant: [CH:1]1([N:4]2[C:8]([C:9]3[CH:14]=[CH:13][CH:12]=[C:11]([Cl:15])[C:10]=3[Cl:16])=[N:7][N:6]=[C:5]2[C@@H:17]2[C@@H:22]([C:23]3[CH:28]=[CH:27][C:26]([F:29])=[C:25]([F:30])[CH:24]=3)[CH2:21][CH2:20][N:19](C(OC(C)(C)C)=O)[CH2:18]2)[CH2:3][CH2:2]1.[ClH:38].O1CCOCC1. Product: [Cl-:15].[Cl-:38].[CH:1]1([N:4]2[C:8]([C:9]3[CH:14]=[CH:13][CH:12]=[C:11]([Cl:15])[C:10]=3[Cl:16])=[NH+:7][N:6]=[C:5]2[C@@H:17]2[C@@H:22]([C:23]3[CH:28]=[CH:27][C:26]([F:29])=[C:25]([F:30])[CH:24]=3)[CH2:21][CH2:20][NH2+:19][CH2:18]2)[CH2:2][CH2:3]1. The catalyst class is: 4.